The task is: Predict the reaction yield, written as a fraction of the theoretical maximum amount of product (1.0 means a 100% yield; for example, 0.34 means a 34% yield).. This data is from Reaction yield outcomes from USPTO patents with 853,638 reactions. (1) The reactants are [F:1][C:2]1[CH:7]=[CH:6][C:5]([NH:8][C:9]2[N:10]([CH3:26])[C:11]3[C:20]4[C:19](=[O:21])[NH:18][C:17]([CH:22]=[O:23])=[C:16]([CH3:24])[C:15]=4[CH:14]=[CH:13][C:12]=3[N:25]=2)=[C:4]([CH3:27])[CH:3]=1.[CH:28]([Mg]Br)=[CH2:29]. The catalyst is C1COCC1. The product is [F:1][C:2]1[CH:7]=[CH:6][C:5]([NH:8][C:9]2[N:10]([CH3:26])[C:11]3[C:20]4[C:19](=[O:21])[NH:18][C:17]([CH:22]([OH:23])[CH:28]=[CH2:29])=[C:16]([CH3:24])[C:15]=4[CH:14]=[CH:13][C:12]=3[N:25]=2)=[C:4]([CH3:27])[CH:3]=1. The yield is 0.910. (2) The reactants are [C:1]([C:4]1[C:9]2[NH:10][C:11]3[C:16]([C:8]=2[C:7]([C:22]2[C:23]([F:40])=[C:24]([NH:28][CH2:29][C:30]4[CH:38]=[CH:37][C:36]([CH3:39])=[CH:35][C:31]=4[C:32]([OH:34])=O)[CH:25]=[CH:26][CH:27]=2)=[CH:6][N:5]=1)=[CH:15][CH:14]=[C:13]([O:17][CH2:18][CH2:19][O:20][CH3:21])[CH:12]=3)(=[O:3])[NH2:2].F[P-](F)(F)(F)(F)F.N1(O[P+](N(C)C)(N(C)C)N(C)C)C2C=CC=CC=2N=N1.CCN(C(C)C)C(C)C.CN1CCOCC1. The catalyst is CN(C=O)C.CCOC(C)=O. The product is [F:40][C:23]1[C:24]([N:28]2[CH2:29][C:30]3[C:31](=[CH:35][C:36]([CH3:39])=[CH:37][CH:38]=3)[C:32]2=[O:34])=[CH:25][CH:26]=[CH:27][C:22]=1[C:7]1[C:8]2[C:16]3[C:11](=[CH:12][C:13]([O:17][CH2:18][CH2:19][O:20][CH3:21])=[CH:14][CH:15]=3)[NH:10][C:9]=2[C:4]([C:1]([NH2:2])=[O:3])=[N:5][CH:6]=1. The yield is 0.0740. (3) The reactants are [C:1]1(B(O)O)[CH:6]=[CH:5][CH:4]=[CH:3][CH:2]=1.[CH2:10]([O:12][C:13]([C:15]1[N:16]=[C:17](Cl)[O:18][CH:19]=1)=[O:14])[CH3:11].C(=O)([O-])[O-].[Na+].[Na+].C(OCC)(=O)C. The catalyst is COCCOC.CCCCCC. The product is [CH2:10]([O:12][C:13]([C:15]1[N:16]=[C:17]([C:1]2[CH:6]=[CH:5][CH:4]=[CH:3][CH:2]=2)[O:18][CH:19]=1)=[O:14])[CH3:11]. The yield is 0.830. (4) The reactants are [N:1]1[C:10]2[C:5](=[CH:6][CH:7]=[CH:8][C:9]=2[OH:11])[CH:4]=[CH:3][C:2]=1[OH:12].C([O-])([O-])=O.[K+].[K+].[CH2:19](Br)[C:20]1[CH:25]=[CH:24][CH:23]=[CH:22][CH:21]=1.CN(C=O)C. The catalyst is O. The product is [CH2:19]([O:11][C:9]1[CH:8]=[CH:7][CH:6]=[C:5]2[C:10]=1[N:1]=[C:2]([OH:12])[CH:3]=[CH:4]2)[C:20]1[CH:25]=[CH:24][CH:23]=[CH:22][CH:21]=1. The yield is 0.850.